This data is from Forward reaction prediction with 1.9M reactions from USPTO patents (1976-2016). The task is: Predict the product of the given reaction. (1) Given the reactants [C:1]([C:5]1[S:9][C:8](=[NH:10])[N:7]([CH2:11][CH:12]([CH3:14])[CH3:13])[CH:6]=1)([CH3:4])([CH3:3])[CH3:2].[Cl:15][C:16]1[CH:17]=[CH:18][C:19]([F:25])=[C:20]([CH:24]=1)[C:21](Cl)=[O:22].C(N(CC)CC)C, predict the reaction product. The product is: [C:1]([C:5]1[S:9]/[C:8](=[N:10]\[C:21](=[O:22])[C:20]2[CH:24]=[C:16]([Cl:15])[CH:17]=[CH:18][C:19]=2[F:25])/[N:7]([CH2:11][CH:12]([CH3:14])[CH3:13])[CH:6]=1)([CH3:4])([CH3:3])[CH3:2]. (2) Given the reactants [CH3:1][C:2]1[N:7]=[C:6]([N:8]2[CH2:13][CH2:12][CH:11]([CH3:14])[CH2:10][CH2:9]2)[C:5]([C:15]([O:17]CC)=[O:16])=[CH:4][N:3]=1.[OH-].[Na+].Cl, predict the reaction product. The product is: [CH3:1][C:2]1[N:7]=[C:6]([N:8]2[CH2:13][CH2:12][CH:11]([CH3:14])[CH2:10][CH2:9]2)[C:5]([C:15]([OH:17])=[O:16])=[CH:4][N:3]=1.